From a dataset of Reaction yield outcomes from USPTO patents with 853,638 reactions. Predict the reaction yield, written as a fraction of the theoretical maximum amount of product (1.0 means a 100% yield; for example, 0.34 means a 34% yield). (1) The reactants are [CH3:1][N:2]([CH3:34])[CH2:3][CH2:4][O:5][C:6]1[CH:11]=[CH:10][C:9]([NH:12][C:13]2[CH:21]=[CH:20][CH:19]=[C:18]3[C:14]=2[C:15](=[O:31])[N:16]([CH:23]2[CH2:28][CH2:27][C:26](=[O:29])[NH:25][C:24]2=[O:30])[C:17]3=[O:22])=[C:8]([O:32][CH3:33])[CH:7]=1.[ClH:35]. The catalyst is C(Cl)Cl.CO.CCOCC. The product is [ClH:35].[CH3:1][N:2]([CH3:34])[CH2:3][CH2:4][O:5][C:6]1[CH:11]=[CH:10][C:9]([NH:12][C:13]2[CH:21]=[CH:20][CH:19]=[C:18]3[C:14]=2[C:15](=[O:31])[N:16]([CH:23]2[CH2:28][CH2:27][C:26](=[O:29])[NH:25][C:24]2=[O:30])[C:17]3=[O:22])=[C:8]([O:32][CH3:33])[CH:7]=1. The yield is 1.00. (2) The reactants are [CH3:1][O:2][C:3](=[O:11])[C:4]1[CH:9]=[CH:8][CH:7]=[CH:6][C:5]=1[OH:10].F[C:13]1[CH:18]=[CH:17][C:16]([F:19])=[CH:15][C:14]=1[N+:20]([O-:22])=[O:21].[CH3:23][O:24][C:25](=[O:41])[C:26]1[CH:31]=[CH:30][CH:29]=[CH:28][C:27]=1[O:32][C:33]1[CH:38]=[CH:37][C:36]([F:39])=[CH:35][C:34]=1[NH2:40].[NH2:42][C:43]1[S:44][CH:45]=[CH:46][N:47]=1. No catalyst specified. The product is [CH3:1][O:2][C:3](=[O:11])[C:4]1[CH:9]=[CH:8][CH:7]=[CH:6][C:5]=1[O:10][C:13]1[CH:18]=[CH:17][C:16]([F:19])=[CH:15][C:14]=1[N+:20]([O-:22])=[O:21].[CH3:23][O:24][C:25](=[O:41])[C:26]1[CH:31]=[CH:30][CH:29]=[CH:28][C:27]=1[O:32][C:33]1[CH:38]=[CH:37][C:36]([F:39])=[CH:35][C:34]=1[NH:40][C:3]([NH:42][C:43]1[S:44][CH:45]=[CH:46][N:47]=1)=[O:11]. The yield is 0.550. (3) The reactants are [F:1][C:2]1[CH:3]=[C:4]([CH2:9][C:10]#[N:11])[CH:5]=[CH:6][C:7]=1[F:8].[H-].[Na+].Br[CH2:15][CH2:16][CH2:17][CH2:18][CH2:19]Br. The catalyst is CN(C=O)C. The product is [F:1][C:2]1[CH:3]=[C:4]([C:9]2([C:10]#[N:11])[CH2:19][CH2:18][CH2:17][CH2:16][CH2:15]2)[CH:5]=[CH:6][C:7]=1[F:8]. The yield is 0.870. (4) The reactants are [CH3:1][S:2](Cl)(=[O:4])=[O:3].[CH2:6]([C:9]1[CH:14]=[C:13]([C:15]2[S:16][CH:17]=[C:18]([C:20]3[CH:25]=[CH:24][C:23]([NH2:26])=[CH:22][CH:21]=3)[N:19]=2)[CH:12]=[CH:11][N:10]=1)[CH2:7][CH3:8].N1C=CC=CC=1.C(O)(=O)CC(CC(O)=O)(C(O)=O)O. The catalyst is C(Cl)Cl. The product is [CH2:6]([C:9]1[CH:14]=[C:13]([C:15]2[S:16][CH:17]=[C:18]([C:20]3[CH:21]=[CH:22][C:23]([NH:26][S:2]([CH3:1])(=[O:4])=[O:3])=[CH:24][CH:25]=3)[N:19]=2)[CH:12]=[CH:11][N:10]=1)[CH2:7][CH3:8]. The yield is 0.870. (5) The reactants are [Cl:1][C:2]1[N:7]=[CH:6][C:5]([NH:8][C:9]([CH2:11][O:12][C:13](=[O:15])[CH3:14])=O)=[C:4]([NH:16][C@H:17]([CH3:22])[C:18]([F:21])([F:20])[F:19])[CH:3]=1. The catalyst is C(O)(=O)C. The product is [Cl:1][C:2]1[N:7]=[CH:6][C:5]2[N:8]=[C:9]([CH2:11][O:12][C:13](=[O:15])[CH3:14])[N:16]([C@H:17]([CH3:22])[C:18]([F:21])([F:20])[F:19])[C:4]=2[CH:3]=1. The yield is 0.930. (6) The reactants are [C:1]([C:5]1[NH:6][C:7]([C:10]2[CH:15]=[CH:14][C:13]([CH3:16])=[CH:12][CH:11]=2)=[CH:8][N:9]=1)([CH3:4])([CH3:3])[CH3:2].[N:17](OCCC(C)C)=[O:18].CCOC(C)=O. The catalyst is C1COCC1.C1CCCCC1. The product is [C:1]([C:5]1[NH:6][C:7]([C:10]2[CH:11]=[CH:12][C:13]([CH3:16])=[CH:14][CH:15]=2)=[C:8]([N:17]=[O:18])[N:9]=1)([CH3:4])([CH3:3])[CH3:2]. The yield is 0.350. (7) The reactants are ClC1C=C(C2ON=C(CP(=O)(OCC)OCC)N=2)C=CC=1.[NH2:22][C:23](=[N:33][O:34][C:35]([C:37]1[CH:42]=[CH:41][CH:40]=[C:39]([CH3:43])[N:38]=1)=O)[CH2:24][P:25](=[O:32])([O:29][CH2:30][CH3:31])[O:26][CH2:27][CH3:28]. No catalyst specified. The product is [CH3:43][C:39]1[N:38]=[C:37]([C:35]2[O:34][N:33]=[C:23]([CH2:24][P:25](=[O:32])([O:29][CH2:30][CH3:31])[O:26][CH2:27][CH3:28])[N:22]=2)[CH:42]=[CH:41][CH:40]=1. The yield is 0.210. (8) The reactants are N1C=CN=C1.[CH3:6][O:7][C:8](=[O:18])[CH2:9][C:10]1[CH:15]=[C:14]([OH:16])[CH:13]=[C:12]([OH:17])[CH:11]=1.ClCCl.[C:22]([Si:26](Cl)([C:33]1[CH:38]=[CH:37][CH:36]=[CH:35][CH:34]=1)[C:27]1[CH:32]=[CH:31][CH:30]=[CH:29][CH:28]=1)([CH3:25])([CH3:24])[CH3:23]. The catalyst is O1CCCC1. The product is [CH3:6][O:7][C:8](=[O:18])[CH2:9][C:10]1[CH:15]=[C:14]([OH:16])[CH:13]=[C:12]([O:17][Si:26]([C:22]([CH3:25])([CH3:24])[CH3:23])([C:33]2[CH:34]=[CH:35][CH:36]=[CH:37][CH:38]=2)[C:27]2[CH:32]=[CH:31][CH:30]=[CH:29][CH:28]=2)[CH:11]=1. The yield is 0.330. (9) The reactants are Cl[C:2]1[C:11]([C:12]([OH:14])=[O:13])=[CH:10][C:9]2[C:4](=[CH:5][CH:6]=[C:7]([Cl:15])[CH:8]=2)[N:3]=1.[CH:16]1[C:25]2[C:20](=[CH:21][CH:22]=[CH:23][CH:24]=2)[CH:19]=[CH:18][C:17]=1[NH:26][C:27](=[O:31])[CH:28]([CH3:30])[NH2:29].C(N(CC)CC)C. The catalyst is O1CCOCC1. The product is [Cl:15][C:7]1[CH:8]=[C:9]2[C:4](=[CH:5][CH:6]=1)[N:3]=[C:2]([NH:29][CH:28]([C:27](=[O:31])[NH:26][C:17]1[CH:18]=[CH:19][C:20]3[C:25](=[CH:24][CH:23]=[CH:22][CH:21]=3)[CH:16]=1)[CH3:30])[C:11]([C:12]([OH:14])=[O:13])=[CH:10]2. The yield is 0.600. (10) The yield is 0.550. The catalyst is C(Cl)(Cl)(Cl)Cl.C(OOC(=O)C1C=CC=CC=1)(=O)C1C=CC=CC=1. The reactants are [Cl:1][C:2]1[CH:7]=[CH:6][C:5]([I:8])=[CH:4][C:3]=1[CH3:9].[Br:10]N1C(=O)CCC1=O. The product is [Br:10][CH2:9][C:3]1[CH:4]=[C:5]([I:8])[CH:6]=[CH:7][C:2]=1[Cl:1].